This data is from Reaction yield outcomes from USPTO patents with 853,638 reactions. The task is: Predict the reaction yield, written as a fraction of the theoretical maximum amount of product (1.0 means a 100% yield; for example, 0.34 means a 34% yield). (1) The product is [CH2:16]([O:18][CH2:19][CH2:20][O:21][C:22]1[CH:27]=[C:26]([CH3:28])[C:25]([C:29]2[CH:34]=[CH:33][CH:32]=[C:31]([CH2:35][NH:1][C:2]3[CH:3]=[CH:4][C:5]([CH2:8][CH:9]([F:15])[C:10]([O:12][CH2:13][CH3:14])=[O:11])=[CH:6][CH:7]=3)[CH:30]=2)=[C:24]([CH3:37])[CH:23]=1)[CH3:17]. The catalyst is C1(C)C=CC=CC=1. The reactants are [NH2:1][C:2]1[CH:7]=[CH:6][C:5]([CH2:8][CH:9]([F:15])[C:10]([O:12][CH2:13][CH3:14])=[O:11])=[CH:4][CH:3]=1.[CH2:16]([O:18][CH2:19][CH2:20][O:21][C:22]1[CH:27]=[C:26]([CH3:28])[C:25]([C:29]2[CH:34]=[CH:33][CH:32]=[C:31]([CH:35]=O)[CH:30]=2)=[C:24]([CH3:37])[CH:23]=1)[CH3:17]. The yield is 0.450. (2) The reactants are [C:1]([O:5][C:6]([C:8]1([CH:16]=[CH2:17])[CH2:13][O:12]C(C)(C)[O:10][CH2:9]1)=[O:7])([CH3:4])([CH3:3])[CH3:2].O.C1(C)C=CC(S(O)(=O)=O)=CC=1. The catalyst is CO. The product is [C:1]([O:5][C:6](=[O:7])[C:8]([CH2:13][OH:12])([CH2:9][OH:10])[CH:16]=[CH2:17])([CH3:4])([CH3:2])[CH3:3]. The yield is 0.820. (3) The reactants are [Cl:1][C:2]1[CH:17]=[CH:16][C:5]2[O:6][C:7]3[CH:15]=[CH:14][CH:13]=[CH:12][C:8]=3[C:9](=O)[NH:10][C:4]=2[CH:3]=1.COC1C=CC(P2(=S)SP(=S)(C3C=CC(OC)=CC=3)S2)=CC=1.CI.[NH:42]1[CH2:47][CH2:46][NH:45][CH2:44][CH2:43]1. The catalyst is C1(C)C=CC=CC=1. The product is [Cl:1][C:2]1[CH:17]=[CH:16][C:5]2[O:6][C:7]3[CH:15]=[CH:14][CH:13]=[CH:12][C:8]=3[C:9]([N:42]3[CH2:47][CH2:46][NH:45][CH2:44][CH2:43]3)=[N:10][C:4]=2[CH:3]=1. The yield is 0.570. (4) The reactants are [CH3:1][O:2][C:3]1[CH:4]=[C:5]2[C:11]3([C:19]4[C:14](=[CH:15][CH:16]=[CH:17][CH:18]=4)[NH:13][C:12]3=[O:20])[CH2:10][O:9][C:6]2=[CH:7][N:8]=1.C(=O)([O-])[O-].[Cs+].[Cs+].Br[CH2:28][CH:29]1[CH2:34][CH2:33][O:32][CH2:31][CH2:30]1. The catalyst is CC(=O)CC. The product is [CH3:1][O:2][C:3]1[CH:4]=[C:5]2[C:11]3([C:19]4[C:14](=[CH:15][CH:16]=[CH:17][CH:18]=4)[N:13]([CH2:28][CH:29]4[CH2:34][CH2:33][O:32][CH2:31][CH2:30]4)[C:12]3=[O:20])[CH2:10][O:9][C:6]2=[CH:7][N:8]=1. The yield is 0.890. (5) The reactants are [CH2:1]([O:3][C:4](=[O:38])[CH2:5][CH2:6][CH2:7][O:8][C:9]1[CH:14]=[CH:13][CH:12]=[C:11]([CH2:15][CH2:16][CH2:17][CH2:18][CH2:19][CH2:20][O:21][C:22]2[CH:27]=[C:26]([CH2:28][OH:29])[CH:25]=[C:24]([Br:30])[CH:23]=2)[C:10]=1[CH2:31][CH2:32][C:33]([O:35][CH2:36][CH3:37])=[O:34])[CH3:2].I[CH2:40][CH3:41].[H-].[Na+]. The catalyst is CN(C)C=O.O.[Cl-].[Na+].O. The product is [CH2:1]([O:3][C:4](=[O:38])[CH2:5][CH2:6][CH2:7][O:8][C:9]1[CH:14]=[CH:13][CH:12]=[C:11]([CH2:15][CH2:16][CH2:17][CH2:18][CH2:19][CH2:20][O:21][C:22]2[CH:27]=[C:26]([CH2:28][O:29][CH2:40][CH3:41])[CH:25]=[C:24]([Br:30])[CH:23]=2)[C:10]=1[CH2:31][CH2:32][C:33]([O:35][CH2:36][CH3:37])=[O:34])[CH3:2]. The yield is 0.530. (6) The reactants are Cl.[NH2:2][OH:3].C(N(CC)CC)C.[Cl:11][C:12]1[CH:17]=[C:16]([C:18]#[N:19])[C:15]([CH3:20])=[CH:14][C:13]=1[CH2:21][CH2:22][C:23]([O:25][C:26]([CH3:29])([CH3:28])[CH3:27])=[O:24]. The catalyst is CCO. The product is [Cl:11][C:12]1[CH:17]=[C:16]([C:18](=[N:2][OH:3])[NH2:19])[C:15]([CH3:20])=[CH:14][C:13]=1[CH2:21][CH2:22][C:23]([O:25][C:26]([CH3:29])([CH3:28])[CH3:27])=[O:24]. The yield is 0.780. (7) The reactants are [NH2:1][C:2]1[C:10]2[C:5](=[N:6][CH:7]=[C:8]([C:11]3[O:12][CH:13]=[CH:14][CH:15]=3)[N:9]=2)[S:4][C:3]=1[C:16]([OH:18])=O.CN(C(ON1N=NC2C=CC=NC1=2)=[N+](C)C)C.F[P-](F)(F)(F)(F)F.CCN(C(C)C)C(C)C.Cl.[NH2:53][C:54]1[CH:55]=[C:56]([NH:61][C:62](=[O:74])[C:63]2[CH:68]=[CH:67][CH:66]=[C:65]([C:69]([C:72]#[N:73])([CH3:71])[CH3:70])[CH:64]=2)[CH:57]=[CH:58][C:59]=1[CH3:60]. The catalyst is CN(C=O)C. The product is [NH2:1][C:2]1[C:10]2[C:5](=[N:6][CH:7]=[C:8]([C:11]3[O:12][CH:13]=[CH:14][CH:15]=3)[N:9]=2)[S:4][C:3]=1[C:16]([NH:53][C:54]1[CH:55]=[C:56]([NH:61][C:62](=[O:74])[C:63]2[CH:68]=[CH:67][CH:66]=[C:65]([C:69]([C:72]#[N:73])([CH3:70])[CH3:71])[CH:64]=2)[CH:57]=[CH:58][C:59]=1[CH3:60])=[O:18]. The yield is 0.340. (8) The reactants are [C:1]1([C:7]2[N:8]=[C:9]([CH2:12][C:13]3([CH2:17][OH:18])[CH2:16][CH2:15][CH2:14]3)[S:10][CH:11]=2)[CH:6]=[CH:5][CH:4]=[CH:3][CH:2]=1.[C:19](Cl)(Cl)=[O:20].[NH2:23][C@@H:24]([CH2:38][CH2:39][CH2:40][CH3:41])[CH:25]([OH:37])[C:26]([NH:28][C@@H:29]([C:31]1[CH:36]=[CH:35][CH:34]=[CH:33][CH:32]=1)[CH3:30])=[O:27].C(N(CC)C(C)C)(C)C.[Cl-].[Na+]. The catalyst is ClCCl.C1(C)C=CC=CC=1.O1CCCC1.C(OCC)(=O)C. The product is [OH:37][CH:25]([C@@H:24]([NH:23][C:19](=[O:20])[O:18][CH2:17][C:13]1([CH2:12][C:9]2[S:10][CH:11]=[C:7]([C:1]3[CH:2]=[CH:3][CH:4]=[CH:5][CH:6]=3)[N:8]=2)[CH2:16][CH2:15][CH2:14]1)[CH2:38][CH2:39][CH2:40][CH3:41])[C:26](=[O:27])[NH:28][C@@H:29]([C:31]1[CH:36]=[CH:35][CH:34]=[CH:33][CH:32]=1)[CH3:30]. The yield is 0.980. (9) The reactants are [CH3:1][C:2]([CH:4]1[S:11][CH:5]1[CH2:6][CH2:7][CH2:8][CH2:9][CH3:10])=[CH2:3]. The catalyst is C1C=CC=CC=1. The product is [CH3:3][C:2]1[CH2:4][S:11][CH:5]([CH2:6][CH2:7][CH2:8][CH2:9][CH3:10])[CH:1]=1. The yield is 0.920.